Dataset: Catalyst prediction with 721,799 reactions and 888 catalyst types from USPTO. Task: Predict which catalyst facilitates the given reaction. (1) Reactant: [Cl:1][C:2]1[N:6]2[CH:7]=[C:8]([C:15]3[CH:19]=[CH:18][N:17](C(OC(C)(C)C)=O)[CH:16]=3)[CH:9]=[C:10]([C:11]([F:14])([F:13])[F:12])[C:5]2=[N:4][C:3]=1[C:27]([N:29]1[CH2:34][CH2:33][CH:32]([N:35]2[CH2:39][CH2:38][O:37][C:36]2=[O:40])[CH2:31][CH2:30]1)=[O:28].CO.N. Product: [Cl:1][C:2]1[N:6]2[CH:7]=[C:8]([C:15]3[CH:19]=[CH:18][NH:17][CH:16]=3)[CH:9]=[C:10]([C:11]([F:12])([F:13])[F:14])[C:5]2=[N:4][C:3]=1[C:27]([N:29]1[CH2:30][CH2:31][CH:32]([N:35]2[CH2:39][CH2:38][O:37][C:36]2=[O:40])[CH2:33][CH2:34]1)=[O:28]. The catalyst class is: 2. (2) Reactant: Cl[C:2]1[C:7]([Cl:8])=[CH:6][N:5]=[C:4]([NH2:9])[C:3]=1[N+:10]([O-:12])=[O:11].FC(F)(F)C(O)=O.[NH2:20][C@@H:21]1[C@@H:26]2[CH2:27][C@@H:23]([CH:24]=[CH:25]2)[C@@H:22]1[C:28]([NH2:30])=[O:29].C(N(CC)C(C)C)(C)C. Product: [NH2:9][C:4]1[C:3]([N+:10]([O-:12])=[O:11])=[C:2]([NH:20][C@@H:21]2[C@@H:26]3[CH2:27][C@@H:23]([CH:24]=[CH:25]3)[C@@H:22]2[C:28]([NH2:30])=[O:29])[C:7]([Cl:8])=[CH:6][N:5]=1. The catalyst class is: 32. (3) Reactant: [F:1][C:2]([F:27])([F:26])[C:3]1[CH:4]=[CH:5][C:6]([O:9][C:10]2[CH:15]=[CH:14][C:13]([O:16][C:17]([N:19]3[CH2:24][CH2:23][CH:22]([OH:25])[CH2:21][CH2:20]3)=[O:18])=[CH:12][CH:11]=2)=[N:7][CH:8]=1.[N:28]1[CH:33]=[CH:32][CH:31]=[CH:30][C:29]=1[CH2:34][C:35]1[CH:40]=[CH:39][C:38](O)=[CH:37][CH:36]=1.C(OCC)(=O)C.CCCCCCC.Cl. Product: [F:27][C:2]([F:1])([F:26])[C:3]1[CH:4]=[CH:5][C:6]([O:9][C:10]2[CH:11]=[CH:12][C:13]([O:16][C:17]([N:19]3[CH2:20][CH2:21][CH:22]([O:25][C:38]4[CH:37]=[CH:36][C:35]([CH2:34][C:29]5[CH:30]=[CH:31][CH:32]=[CH:33][N:28]=5)=[CH:40][CH:39]=4)[CH2:23][CH2:24]3)=[O:18])=[CH:14][CH:15]=2)=[N:7][CH:8]=1. The catalyst class is: 28.